This data is from Reaction yield outcomes from USPTO patents with 853,638 reactions. The task is: Predict the reaction yield, written as a fraction of the theoretical maximum amount of product (1.0 means a 100% yield; for example, 0.34 means a 34% yield). (1) The reactants are [F:1][C:2]1[CH:7]=[CH:6][C:5]([CH:8]([NH:12][CH2:13][C:14]2[CH:19]=[CH:18][CH:17]=[CH:16][CH:15]=2)[C:9]([OH:11])=[O:10])=[CH:4][CH:3]=1.[ClH:20].[CH3:21]O. No catalyst specified. The product is [ClH:20].[CH3:21][O:10][C:9](=[O:11])[CH:8]([NH:12][CH2:13][C:14]1[CH:15]=[CH:16][CH:17]=[CH:18][CH:19]=1)[C:5]1[CH:6]=[CH:7][C:2]([F:1])=[CH:3][CH:4]=1. The yield is 0.840. (2) The reactants are C(N(CC)CC)C.[Si:8]([O:15][CH2:16][C@@H:17]([C:19]1[CH:24]=[CH:23][C:22]([Cl:25])=[C:21]([F:26])[CH:20]=1)[OH:18])([C:11]([CH3:14])([CH3:13])[CH3:12])([CH3:10])[CH3:9].[CH3:27][S:28](Cl)(=[O:30])=[O:29]. The catalyst is C(Cl)Cl. The product is [CH3:27][S:28]([O:18][C@H:17]([C:19]1[CH:24]=[CH:23][C:22]([Cl:25])=[C:21]([F:26])[CH:20]=1)[CH2:16][O:15][Si:8]([C:11]([CH3:14])([CH3:13])[CH3:12])([CH3:10])[CH3:9])(=[O:30])=[O:29]. The yield is 0.990. (3) The reactants are Cl[C:2]1[N:11]=[C:10]([NH:12][CH2:13][CH:14]([C:21]2[CH:26]=[CH:25][CH:24]=[CH:23][CH:22]=2)[C:15]2[CH:20]=[CH:19][CH:18]=[CH:17][CH:16]=2)[C:9]2[C:4](=[CH:5][C:6]([O:29][CH3:30])=[C:7]([O:27][CH3:28])[CH:8]=2)[N:3]=1.[NH:31]1[C:39]2[C:34](=[CH:35][C:36](B(O)O)=[CH:37][CH:38]=2)[CH:33]=[CH:32]1.C(NC1C2C(=CC=CC=2)N=C(C2SC3C=CC=CC=3C=2)N=1)(C1C=CC=CC=1)C1C=CC=CC=1. The catalyst is C1CCCCC1.CCOC(C)=O. The product is [C:15]1([CH:14]([C:21]2[CH:26]=[CH:25][CH:24]=[CH:23][CH:22]=2)[CH2:13][NH:12][C:10]2[C:9]3[C:4](=[CH:5][C:6]([O:29][CH3:30])=[C:7]([O:27][CH3:28])[CH:8]=3)[N:3]=[C:2]([C:36]3[CH:35]=[C:34]4[C:39](=[CH:38][CH:37]=3)[NH:31][CH:32]=[CH:33]4)[N:11]=2)[CH:20]=[CH:19][CH:18]=[CH:17][CH:16]=1. The yield is 0.470. (4) The reactants are COC1C=CC(C([NH:20][C:21]2[N:29]=[CH:28][N:27]=[C:26]3[C:22]=2[N:23]=[CH:24][N:25]3[C@H:30]2[O:35][C@@H:34]([CH2:36][O:37]C(C3C=CC=CC=3)(C3C=CC=CC=3)C3C=CC(OC)=CC=3)[C@H:32]([OH:33])[CH2:31]2)(C2C=CC=CC=2)C2C=CC=CC=2)=CC=1. The catalyst is C(O)(=O)C. The product is [CH2:31]1[C@@H:30]([N:25]2[C:26]3[N:27]=[CH:28][N:29]=[C:21]([NH2:20])[C:22]=3[N:23]=[CH:24]2)[O:35][C@@H:34]([CH2:36][OH:37])[C@@H:32]1[OH:33]. The yield is 0.830. (5) The reactants are Br[C:2]1[CH:3]=[C:4]([N+:8]([O-:10])=[O:9])[CH:5]=[CH:6][CH:7]=1.[CH2:11]([NH2:17])[CH2:12][CH2:13][CH2:14][CH2:15][CH3:16]. No catalyst specified. The product is [N+:8]([C:4]1[CH:3]=[C:2]([CH:7]=[CH:6][CH:5]=1)[NH:17][CH2:11][CH2:12][CH2:13][CH2:14][CH2:15][CH3:16])([O-:10])=[O:9]. The yield is 0.780. (6) The product is [Cl:32][C:30]1[CH:29]=[CH:28][C:27]2[O:33][C:24]3[CH:23]=[CH:22][CH:21]=[CH:20][C:19]=3[C@H:17]3[CH2:18][N:14]([CH:1]([C:8]4[CH:13]=[CH:12][CH:11]=[CH:10][CH:9]=4)[C:2]4[CH:7]=[CH:6][CH:5]=[CH:4][CH:3]=4)[CH2:15][C@@H:16]3[C:26]=2[CH:31]=1. The catalyst is O1CCOCC1.[Cu]I. The reactants are [CH:1]([N:14]1[CH2:18][C@@H:17]([C:19]2[CH:24]=[CH:23][CH:22]=[CH:21][C:20]=2Br)[C@H:16]([C:26]2[CH:31]=[C:30]([Cl:32])[CH:29]=[CH:28][C:27]=2[OH:33])[CH2:15]1)([C:8]1[CH:13]=[CH:12][CH:11]=[CH:10][CH:9]=1)[C:2]1[CH:7]=[CH:6][CH:5]=[CH:4][CH:3]=1.C(=O)([O-])[O-].[Cs+].[Cs+].CN(C)CC(O)=O. The yield is 1.00.